This data is from NCI-60 drug combinations with 297,098 pairs across 59 cell lines. The task is: Regression. Given two drug SMILES strings and cell line genomic features, predict the synergy score measuring deviation from expected non-interaction effect. (1) Drug 1: CC1=C(C=C(C=C1)NC(=O)C2=CC=C(C=C2)CN3CCN(CC3)C)NC4=NC=CC(=N4)C5=CN=CC=C5. Drug 2: C1C(C(OC1N2C=NC(=NC2=O)N)CO)O. Cell line: MDA-MB-231. Synergy scores: CSS=0.893, Synergy_ZIP=-1.51, Synergy_Bliss=-0.643, Synergy_Loewe=-7.04, Synergy_HSA=-2.76. (2) Synergy scores: CSS=30.9, Synergy_ZIP=-2.76, Synergy_Bliss=0.301, Synergy_Loewe=-10.7, Synergy_HSA=1.90. Cell line: MALME-3M. Drug 2: C(CC(=O)O)C(=O)CN.Cl. Drug 1: COC1=C(C=C2C(=C1)N=CN=C2NC3=CC(=C(C=C3)F)Cl)OCCCN4CCOCC4.